From a dataset of Full USPTO retrosynthesis dataset with 1.9M reactions from patents (1976-2016). Predict the reactants needed to synthesize the given product. Given the product [F:32][C:29]1[CH:30]=[CH:31][C:26]([CH:25]([CH:12]2[CH2:13][CH2:14][CH2:15][CH2:16][C:11]2=[O:17])[CH:21]([C:20](=[O:33])[CH:19]([CH3:35])[CH3:18])[C:22]([O:24][CH3:36])=[O:23])=[CH:27][CH:28]=1, predict the reactants needed to synthesize it. The reactants are: C[Si]([N-][Si](C)(C)C)(C)C.[Na+].[C:11]1(=[O:17])[CH2:16][CH2:15][CH2:14][CH2:13][CH2:12]1.[CH3:18][C:19]([CH3:35])(C)[C:20](=[O:33])[C:21](=[CH:25][C:26]1[CH:31]=[CH:30][C:29]([F:32])=[CH:28][CH:27]=1)[C:22]([OH:24])=[O:23].[C:36](O)(=O)C.